Dataset: Full USPTO retrosynthesis dataset with 1.9M reactions from patents (1976-2016). Task: Predict the reactants needed to synthesize the given product. (1) Given the product [CH3:1][O:2][C:3]([C:5]1([C:11]2[CH:16]=[CH:15][C:14]([NH2:17])=[C:13]([C:23]3[CH2:24][CH2:25][C:20]([CH3:29])([CH3:19])[CH2:21][CH:22]=3)[CH:12]=2)[CH2:10][CH2:9][O:8][CH2:7][CH2:6]1)=[O:4], predict the reactants needed to synthesize it. The reactants are: [CH3:1][O:2][C:3]([C:5]1([C:11]2[CH:16]=[CH:15][C:14]([NH2:17])=[C:13](Br)[CH:12]=2)[CH2:10][CH2:9][O:8][CH2:7][CH2:6]1)=[O:4].[CH3:19][C:20]1([CH3:29])[CH2:25][CH2:24][C:23](B(O)O)=[CH:22][CH2:21]1.[O-]P([O-])([O-])=O.[K+].[K+].[K+].CCOC(C)=O. (2) Given the product [OH:1][C:2]([CH3:7])([CH3:6])[C:3]([O:5][CH2:13][C:14]1[CH:19]=[CH:18][CH:17]=[CH:16][CH:15]=1)=[O:4], predict the reactants needed to synthesize it. The reactants are: [OH:1][C:2]([CH3:7])([CH3:6])[C:3]([OH:5])=[O:4].C(=O)(O)[O-].[Na+].[CH2:13](Br)[C:14]1[CH:19]=[CH:18][CH:17]=[CH:16][CH:15]=1. (3) The reactants are: [NH:1]1[C:9]2[C:4](=[C:5]([O:10][CH2:11][C:12]([O:14][CH2:15][CH3:16])=[O:13])[CH:6]=[CH:7][CH:8]=2)[CH:3]=[CH:2]1.C([BH3-])#N.[Na+].C(=O)(O)[O-].[Na+]. Given the product [NH:1]1[C:9]2[C:4](=[C:5]([O:10][CH2:11][C:12]([O:14][CH2:15][CH3:16])=[O:13])[CH:6]=[CH:7][CH:8]=2)[CH2:3][CH2:2]1, predict the reactants needed to synthesize it.